This data is from Reaction yield outcomes from USPTO patents with 853,638 reactions. The task is: Predict the reaction yield, written as a fraction of the theoretical maximum amount of product (1.0 means a 100% yield; for example, 0.34 means a 34% yield). (1) The yield is 0.920. The catalyst is O1CCCC1.CN(C)C=O.C(OCC)(=O)C. The product is [N:21]([CH2:7][C:4]1[S:3][C:2]([CH3:1])=[N:6][CH:5]=1)=[N+:22]=[N-:23]. The reactants are [CH3:1][C:2]1[S:3][C:4]([CH2:7]O)=[CH:5][N:6]=1.CS(Cl)(=O)=O.C(N(CC)CC)C.[N-:21]=[N+:22]=[N-:23].[Na+]. (2) The reactants are [Br:1][C:2]1[CH:3]=[CH:4][C:5]([F:17])=[C:6]([CH:8]([C:10]2[CH:15]=[CH:14][C:13]([Cl:16])=[CH:12][CH:11]=2)O)[CH:7]=1.C([SiH](CC)CC)C.B(F)(F)F.CCOCC. The catalyst is ClCCl.C(#N)C. The product is [Cl:16][C:13]1[CH:12]=[CH:11][C:10]([CH2:8][C:6]2[CH:7]=[C:2]([Br:1])[CH:3]=[CH:4][C:5]=2[F:17])=[CH:15][CH:14]=1. The yield is 0.350. (3) The reactants are [F:1][C:2]1[CH:9]=[CH:8][C:7]([N+:10]([O-:12])=[O:11])=[CH:6][C:3]=1[CH:4]=O.[CH3:13][NH2:14].[BH4-].[Na+].C(=O)(O)[O-].[Na+].[C:22](Cl)([O:24][CH2:25][C:26]1[CH:31]=[CH:30][CH:29]=[CH:28][CH:27]=1)=[O:23]. The catalyst is CO. The product is [F:1][C:2]1[CH:9]=[CH:8][C:7]([N+:10]([O-:12])=[O:11])=[CH:6][C:3]=1[CH2:4][N:14]([CH3:13])[C:22](=[O:23])[O:24][CH2:25][C:26]1[CH:31]=[CH:30][CH:29]=[CH:28][CH:27]=1. The yield is 0.960. (4) The reactants are [Cl:1][C:2]1[CH:7]=[CH:6][CH:5]=[CH:4][C:3]=1[S:8](Cl)(=[O:10])=[O:9].N[C:13]1[CH:18]=[C:17]([CH3:19])[CH:16]=[C:15]([O:20][CH2:21][CH2:22][C:23]2[CH:28]=[CH:27][C:26]([C:29]#[N:30])=[CH:25][CH:24]=2)[CH:14]=1.O.CCOC(C)=O.[N:38]1C=CC=CC=1. No catalyst specified. The product is [C:29]([C:26]1[CH:25]=[CH:24][C:23]([CH2:22][CH2:21][O:20][C:15]2[CH:14]=[C:13]([C:7]3[C:2]([Cl:1])=[C:3]([S:8]([NH2:38])(=[O:10])=[O:9])[CH:4]=[CH:5][CH:6]=3)[CH:18]=[C:17]([CH3:19])[CH:16]=2)=[CH:28][CH:27]=1)#[N:30]. The yield is 0.780.